This data is from Full USPTO retrosynthesis dataset with 1.9M reactions from patents (1976-2016). The task is: Predict the reactants needed to synthesize the given product. (1) Given the product [CH3:1][N:2]1[C:6]2[CH:7]=[C:8]([C:20]3[CH:19]=[CH:18][CH:17]=[C:16]([N+:13]([O-:15])=[O:14])[CH:21]=3)[CH:9]=[CH:10][C:5]=2[NH:4][C:3]1=[O:12], predict the reactants needed to synthesize it. The reactants are: [CH3:1][N:2]1[C:6]2[CH:7]=[C:8](Br)[CH:9]=[CH:10][C:5]=2[NH:4][C:3]1=[O:12].[N+:13]([C:16]1[CH:17]=[C:18](B(O)O)[CH:19]=[CH:20][CH:21]=1)([O-:15])=[O:14]. (2) Given the product [CH3:1][CH:2]([C:5]1[N:6]([CH2:17][C:18]2[N:23]=[C:22]([C:24]#[N:26])[CH:21]=[CH:20][CH:19]=2)[C:7]2[C:12]([CH:13]=1)=[CH:11][C:10]([O:14][CH3:15])=[C:9]([Cl:16])[CH:8]=2)[CH2:3][CH3:4], predict the reactants needed to synthesize it. The reactants are: [CH3:1][CH:2]([C:5]1[N:6]([CH2:17][C:18]2[N:23]=[C:22]([C:24]([NH2:26])=O)[CH:21]=[CH:20][CH:19]=2)[C:7]2[C:12]([CH:13]=1)=[CH:11][C:10]([O:14][CH3:15])=[C:9]([Cl:16])[CH:8]=2)[CH2:3][CH3:4].C(N(CC)CC)C.FC(F)(F)C(OC(=O)C(F)(F)F)=O.C(=O)([O-])O.[Na+]. (3) Given the product [Br:1][C:2]1[CH:14]=[N:13][C:12]2[C:11]3[CH:10]=[CH:9][C:8]([C:15]([O:17][CH3:18])=[O:16])=[CH:7][C:6]=3[N:5]([CH:27]([C:21]3[CH:22]=[C:23]([F:26])[CH:24]=[CH:25][C:20]=3[F:19])[CH:29]3[CH2:30][CH2:31][O:32][CH2:33][CH2:34]3)[C:4]=2[CH:3]=1, predict the reactants needed to synthesize it. The reactants are: [Br:1][C:2]1[CH:14]=[N:13][C:12]2[C:11]3[CH:10]=[CH:9][C:8]([C:15]([O:17][CH3:18])=[O:16])=[CH:7][C:6]=3[NH:5][C:4]=2[CH:3]=1.[F:19][C:20]1[CH:25]=[CH:24][C:23]([F:26])=[CH:22][C:21]=1[CH:27]([CH:29]1[CH2:34][CH2:33][O:32][CH2:31][CH2:30]1)O.C1(P(C2C=CC=CC=2)C2C=CC=CC=2)C=CC=CC=1.CC(OC(/N=N/C(OC(C)C)=O)=O)C.